This data is from Full USPTO retrosynthesis dataset with 1.9M reactions from patents (1976-2016). The task is: Predict the reactants needed to synthesize the given product. (1) Given the product [CH2:18]([O:17][C:13]1[CH:12]=[C:11]2[C:16](=[CH:15][CH:14]=1)[NH:8][N:9]=[C:10]2[C:34]1[NH:33][C:41]2[C:36]([CH:35]=1)=[CH:37][CH:38]=[CH:39][CH:40]=2)[C:19]1[CH:20]=[CH:21][CH:22]=[CH:23][CH:24]=1, predict the reactants needed to synthesize it. The reactants are: C(OC([N:8]1[C:16]2[C:11](=[CH:12][C:13]([O:17][CH2:18][C:19]3[CH:24]=[CH:23][CH:22]=[CH:21][CH:20]=3)=[CH:14][CH:15]=2)[C:10](I)=[N:9]1)=O)(C)(C)C.C(OC([N:33]1[C:41]2[C:36](=[CH:37][CH:38]=[CH:39][CH:40]=2)[CH:35]=[C:34]1B1OB(C2CC3C(=CC=CC=3)N2C(OC(C)(C)C)=O)O1)=O)(C)(C)C.C(=O)(O)[O-].[Na+]. (2) Given the product [F:23][C:24]1[CH:29]=[C:28]([OH:30])[C:27]([F:32])=[CH:26][C:25]=1[N:33]1[CH2:34][CH2:35][N:36]([S:39]([C:42]2([CH3:50])[CH:43]=[C:44]([CH3:49])[CH:45]=[C:46]([CH3:48])[CH2:47]2)(=[O:41])=[O:40])[CH2:37][CH2:38]1, predict the reactants needed to synthesize it. The reactants are: COC1C=CC(N2CCN(CCC3C=CC=CC=3)CC2)=CC=1.[F:23][C:24]1[CH:29]=[C:28]([O:30]C)[C:27]([F:32])=[CH:26][C:25]=1[N:33]1[CH2:38][CH2:37][N:36]([S:39]([C:42]2([CH3:50])[CH:47]=[C:46]([CH3:48])[CH:45]=[C:44]([CH3:49])[CH2:43]2)(=[O:41])=[O:40])[CH2:35][CH2:34]1. (3) Given the product [Cl:1][C:2]1[CH:11]=[CH:10][C:9]([NH:12][S:13]([C:16]2[CH:17]=[C:18]3[C:23]([CH:22]=[CH:21][C:20]([NH:26][C:27]([NH:30][C:31]4[CH:40]=[C:39]5[C:34]([C:35]([OH:55])=[CH:36][C:37]([S:41]([NH:44][C:45]6[CH:46]=[C:47]([S:51]([OH:54])(=[O:53])=[O:52])[CH:48]=[CH:49][CH:50]=6)(=[O:42])=[O:43])=[CH:38]5)=[CH:33][CH:32]=4)=[S:28])=[CH:19]3)=[CH:24][CH:25]=2)(=[O:15])=[O:14])=[CH:8][C:3]=1[C:4]([O:6][CH3:7])=[O:5], predict the reactants needed to synthesize it. The reactants are: [Cl:1][C:2]1[CH:11]=[CH:10][C:9]([NH:12][S:13]([C:16]2[CH:25]=[CH:24][C:23]3[C:18](=[CH:19][C:20]([N:26]=[C:27]=[S:28])=[CH:21][CH:22]=3)[CH:17]=2)(=[O:15])=[O:14])=[CH:8][C:3]=1[C:4]([O:6][CH3:7])=[O:5].[Na+].[NH2:30][C:31]1[CH:40]=[C:39]2[C:34]([C:35]([OH:55])=[CH:36][C:37]([S:41]([NH:44][C:45]3[CH:46]=[C:47]([S:51]([O-:54])(=[O:53])=[O:52])[CH:48]=[CH:49][CH:50]=3)(=[O:43])=[O:42])=[CH:38]2)=[CH:33][CH:32]=1. (4) The reactants are: [O-:1][P:2]([O:5][P:6]([O-:9])([O-:8])=[O:7])(=[O:4])[O-:3].[Na+].[Na+].[Na+].[Na+].Cl.[NH:15]1[CH2:20][CH2:19][NH:18][CH2:17][CH2:16]1. Given the product [OH:3][P:2]([O:5][P:6]([OH:9])([OH:8])=[O:7])(=[O:1])[OH:4].[NH:15]1[CH2:20][CH2:19][NH:18][CH2:17][CH2:16]1, predict the reactants needed to synthesize it. (5) Given the product [C:8]([C:3]1[CH:4]=[CH:5][CH:6]=[CH:7][C:2]=1[NH:1][C:18](=[O:19])[CH3:20])(=[O:10])[CH3:9], predict the reactants needed to synthesize it. The reactants are: [NH2:1][C:2]1[CH:7]=[CH:6][CH:5]=[CH:4][C:3]=1[C:8](=[O:10])[CH3:9].CCN(CC)CC.[C:18](Cl)([CH3:20])=[O:19].